This data is from Catalyst prediction with 721,799 reactions and 888 catalyst types from USPTO. The task is: Predict which catalyst facilitates the given reaction. (1) Reactant: C[N:2]1[CH2:11][C:10]([CH3:13])([CH3:12])[C:9]2[N:8]=[CH:7][C:6]([NH:14][C:15](=[O:28])[C:16]3[CH:21]=[CH:20][C:19]([O:22][CH3:23])=[C:18]([C:24]([F:27])([F:26])[F:25])[CH:17]=3)=[CH:5][C:4]=2[CH2:3]1.[Cl:29]C(OC(Cl)C)=O.ClC([O-])=O.Cl. Product: [ClH:29].[CH3:12][C:10]1([CH3:13])[C:9]2[N:8]=[CH:7][C:6]([NH:14][C:15](=[O:28])[C:16]3[CH:21]=[CH:20][C:19]([O:22][CH3:23])=[C:18]([C:24]([F:27])([F:26])[F:25])[CH:17]=3)=[CH:5][C:4]=2[CH2:3][NH:2][CH2:11]1. The catalyst class is: 27. (2) Reactant: [CH2:1]([O:8][C:9]1[C:18]([O:19][CH3:20])=[CH:17][C:16]2[N:15]=[CH:14][C:13]3[NH:21][N:22]=[C:23]([C:24]4[CH:31]=[CH:30][C:27]([C:28]#[N:29])=[CH:26][CH:25]=4)[C:12]=3[C:11]=2[CH:10]=1)[C:2]1[CH:7]=[CH:6][CH:5]=[CH:4][CH:3]=1.[C:32]([O-])([O-])=O.[K+].[K+].IC.O. Product: [CH2:1]([O:8][C:9]1[C:18]([O:19][CH3:20])=[CH:17][C:16]2[N:15]=[CH:14][C:13]3[N:21]([CH3:32])[N:22]=[C:23]([C:24]4[CH:25]=[CH:26][C:27]([C:28]#[N:29])=[CH:30][CH:31]=4)[C:12]=3[C:11]=2[CH:10]=1)[C:2]1[CH:3]=[CH:4][CH:5]=[CH:6][CH:7]=1. The catalyst class is: 9. (3) Reactant: [CH3:1][C:2]1[N:6]([C:7]2[CH:8]=[C:9]([CH2:13][C:14]#[N:15])[CH:10]=[CH:11][CH:12]=2)[N:5]=[N:4][N:3]=1. Product: [CH3:1][C:2]1[N:6]([C:7]2[CH:8]=[C:9]([CH2:13][CH2:14][NH2:15])[CH:10]=[CH:11][CH:12]=2)[N:5]=[N:4][N:3]=1. The catalyst class is: 1. (4) Reactant: [Si]([O:8][CH2:9][C:10]([N:13]1[C:18](=[O:19])[CH:17]=[CH:16][C:15]([NH:20][C:21](=[O:27])[O:22][C:23]([CH3:26])([CH3:25])[CH3:24])=[CH:14]1)([CH3:12])[CH3:11])(C(C)(C)C)(C)C.N1C=CC=CC=1.F. Product: [OH:8][CH2:9][C:10]([N:13]1[C:18](=[O:19])[CH:17]=[CH:16][C:15]([NH:20][C:21](=[O:27])[O:22][C:23]([CH3:26])([CH3:25])[CH3:24])=[CH:14]1)([CH3:12])[CH3:11]. The catalyst class is: 10. (5) Reactant: Cl.[N+:2]([C:5]1[CH:6]=[C:7]2[C:13]([NH2:14])=[N:12][NH:11][C:8]2=[N:9][CH:10]=1)([O-:4])=[O:3].[OH-].[Na+]. Product: [N+:2]([C:5]1[CH:6]=[C:7]2[C:13]([NH2:14])=[N:12][NH:11][C:8]2=[N:9][CH:10]=1)([O-:4])=[O:3]. The catalyst class is: 161.